From a dataset of Full USPTO retrosynthesis dataset with 1.9M reactions from patents (1976-2016). Predict the reactants needed to synthesize the given product. Given the product [C:20]1([N:8]2[C:7]([C:1]3[CH:2]=[CH:3][CH:4]=[CH:5][CH:6]=3)=[C:15]3[C:10]([C:11]([C:16]([F:18])([F:19])[F:17])=[CH:12][CH:13]=[CH:14]3)=[N:9]2)[CH:25]=[CH:24][CH:23]=[CH:22][CH:21]=1, predict the reactants needed to synthesize it. The reactants are: [C:1]1([C:7]2[C:15]3[C:10](=[C:11]([C:16]([F:19])([F:18])[F:17])[CH:12]=[CH:13][CH:14]=3)[NH:9][N:8]=2)[CH:6]=[CH:5][CH:4]=[CH:3][CH:2]=1.[C:20]1(B(O)O)[CH:25]=[CH:24][CH:23]=[CH:22][CH:21]=1.N1C=CC=CC=1.